Dataset: TCR-epitope binding with 47,182 pairs between 192 epitopes and 23,139 TCRs. Task: Binary Classification. Given a T-cell receptor sequence (or CDR3 region) and an epitope sequence, predict whether binding occurs between them. The epitope is ATDALMTGY. The TCR CDR3 sequence is CAISESSSGNQPQHF. Result: 1 (the TCR binds to the epitope).